Predict the reactants needed to synthesize the given product. From a dataset of Full USPTO retrosynthesis dataset with 1.9M reactions from patents (1976-2016). (1) The reactants are: [Cl:1][C:2]1[C:6]([N+:7]([O-:9])=[O:8])=[CH:5][NH:4][N:3]=1.Br[C:11]([CH3:18])([CH3:17])[C:12]([O:14][CH2:15][CH3:16])=[O:13].C([O-])([O-])=O.[Cs+].[Cs+]. Given the product [Cl:1][C:2]1[C:6]([N+:7]([O-:9])=[O:8])=[CH:5][N:4]([C:11]([CH3:18])([CH3:17])[C:12]([O:14][CH2:15][CH3:16])=[O:13])[N:3]=1, predict the reactants needed to synthesize it. (2) The reactants are: Br[C:2]1[CH:7]=[CH:6][C:5]([CH:8]=[CH:9][C:10]2[CH:15]=[CH:14][C:13](Br)=[CH:12][CH:11]=2)=[CH:4][CH:3]=1.[C:17]1([CH3:24])[CH:22]=[CH:21][CH:20]=[CH:19][C:18]=1P.C[C:26]([CH3:29])([O-])[CH3:27].[Na+].[CH2:31]([NH:39][CH2:40][CH2:41][CH2:42][CH2:43][CH2:44][CH2:45][CH2:46][CH3:47])[CH2:32][CH2:33][CH2:34][CH2:35][CH2:36][CH2:37][CH3:38]. Given the product [CH2:31]([N:39]([CH2:40][CH2:18][CH2:19][CH2:20][CH2:21][CH2:22][CH2:17][CH3:24])[C:2]1[CH:7]=[CH:6][C:5]([CH:8]=[CH:9][C:10]2[CH:15]=[CH:14][C:13]([N:39]([CH2:31][CH2:32][CH2:33][CH2:34][CH2:35][CH2:36][CH2:37][CH3:38])[CH2:40][CH2:41][CH2:42][CH2:43][CH2:44][CH2:45][CH2:46][CH3:47])=[CH:12][CH:11]=2)=[CH:4][CH:3]=1)[CH2:32][CH2:33][CH2:34][CH2:35][CH2:27][CH2:26][CH3:29], predict the reactants needed to synthesize it. (3) Given the product [NH:18]1[CH:22]=[CH:21][N:20]=[C:19]1[CH2:23][N:15]1[CH2:16][CH2:17][CH:12]([N:4]2[C:5]3=[N:6][CH:7]=[N:8][C:9]([NH2:11])=[C:10]3[C:2]([I:1])=[N:3]2)[CH2:13][CH2:14]1, predict the reactants needed to synthesize it. The reactants are: [I:1][C:2]1[C:10]2[C:5](=[N:6][CH:7]=[N:8][C:9]=2[NH2:11])[N:4]([CH:12]2[CH2:17][CH2:16][NH:15][CH2:14][CH2:13]2)[N:3]=1.[NH:18]1[CH:22]=[CH:21][N:20]=[C:19]1[CH:23]=O.C(O[BH-](OC(=O)C)OC(=O)C)(=O)C.[Na+].C(O)(=O)C.C(=O)(O)[O-].[Na+]. (4) Given the product [CH3:39][O:38][C:36]([C:35]1[CH:34]=[CH:33][C:32]([C:2]2[CH:7]=[CH:6][C:5]([CH:8]([CH3:27])[C:9]([OH:14])([C:15]3[C:24]4[O:23][CH2:22][C:21](=[O:25])[N:20]([CH3:26])[C:19]=4[CH:18]=[CH:17][CH:16]=3)[C:10]([F:11])([F:12])[F:13])=[C:4]([Cl:28])[CH:3]=2)=[CH:31][C:30]=1[F:29])=[O:37], predict the reactants needed to synthesize it. The reactants are: Br[C:2]1[CH:7]=[CH:6][C:5]([CH:8]([CH3:27])[C:9]([C:15]2[C:24]3[O:23][CH2:22][C:21](=[O:25])[N:20]([CH3:26])[C:19]=3[CH:18]=[CH:17][CH:16]=2)([OH:14])[C:10]([F:13])([F:12])[F:11])=[C:4]([Cl:28])[CH:3]=1.[F:29][C:30]1[CH:31]=[C:32](B(O)O)[CH:33]=[CH:34][C:35]=1[C:36]([O:38][CH3:39])=[O:37]. (5) The reactants are: [NH2:1][CH2:2][C:3]1[N:11]=[C:10]2[C:6]([N:7]=[CH:8][N:9]2[CH:12]2[CH2:17][CH2:16][CH2:15][CH2:14][O:13]2)=[C:5]([NH:18][CH2:19][CH:20]([C:27]2[CH:32]=[CH:31][CH:30]=[CH:29][CH:28]=2)[C:21]2[CH:26]=[CH:25][CH:24]=[CH:23][CH:22]=2)[N:4]=1.C(N(CC)CC)C.[CH3:40][CH:41]([CH3:47])[CH2:42][S:43](Cl)(=[O:45])=[O:44]. Given the product [C:21]1([CH:20]([C:27]2[CH:32]=[CH:31][CH:30]=[CH:29][CH:28]=2)[CH2:19][NH:18][C:5]2[N:4]=[C:3]([CH2:2][NH:1][S:43]([CH2:42][CH:41]([CH3:47])[CH3:40])(=[O:45])=[O:44])[N:11]=[C:10]3[C:6]=2[N:7]=[CH:8][N:9]3[CH:12]2[CH2:17][CH2:16][CH2:15][CH2:14][O:13]2)[CH:22]=[CH:23][CH:24]=[CH:25][CH:26]=1, predict the reactants needed to synthesize it. (6) The reactants are: [CH3:1][O:2][C:3]1[CH:20]=[CH:19][C:6]2[NH:7][C:8]([CH2:13][C:14]([O:16]CC)=O)=[N:9][S:10](=[O:12])(=[O:11])[C:5]=2[CH:4]=1.[CH3:21][CH:22]([CH3:37])[CH2:23][CH2:24][N:25]1[C:30]2[N:31]=[CH:32][CH:33]=[CH:34][C:29]=2[C:28](=O)[O:27]C1=O.[H-].[Na+].C(O)(=O)C. Given the product [OH:27][C:28]1[C:29]2[C:30](=[N:31][CH:32]=[CH:33][CH:34]=2)[N:25]([CH2:24][CH2:23][CH:22]([CH3:37])[CH3:21])[C:14](=[O:16])[C:13]=1[C:8]1[NH:7][C:6]2[CH:19]=[CH:20][C:3]([O:2][CH3:1])=[CH:4][C:5]=2[S:10](=[O:11])(=[O:12])[N:9]=1, predict the reactants needed to synthesize it. (7) Given the product [CH2:1]([O:5][C:6]1[N:14]=[C:13]2[C:9]([N:10]=[CH:11][N:12]2[CH2:29][C:26]2[CH:25]=[N:24][C:23]([Cl:22])=[CH:28][CH:27]=2)=[C:8]([NH2:15])[N:7]=1)[CH2:2][CH2:3][CH3:4], predict the reactants needed to synthesize it. The reactants are: [CH2:1]([O:5][C:6]1[N:14]=[C:13]2[C:9]([NH:10][CH:11]=[N:12]2)=[C:8]([NH2:15])[N:7]=1)[CH2:2][CH2:3][CH3:4].C(=O)([O-])[O-].[K+].[K+].[Cl:22][C:23]1[CH:28]=[CH:27][C:26]([CH2:29]Cl)=[CH:25][N:24]=1. (8) Given the product [CH:1]1([C@@H:4]([C:11]2[CH:16]=[CH:15][N:14]=[C:13]([O:17][CH2:18][CH:19]3[CH2:20][CH2:21][N:22]([C:25]4[CH:36]=[C:35]([O:37][CH3:38])[CH:34]=[CH:33][C:26]=4[C:27]([OH:29])=[O:28])[CH2:23][CH2:24]3)[CH:12]=2)[CH2:5][C:6]([O:8][CH2:9][CH3:10])=[O:7])[CH2:3][CH2:2]1, predict the reactants needed to synthesize it. The reactants are: [CH:1]1([C@@H:4]([C:11]2[CH:16]=[CH:15][N:14]=[C:13]([O:17][CH2:18][CH:19]3[CH2:24][CH2:23][N:22]([C:25]4[CH:36]=[C:35]([O:37][CH3:38])[CH:34]=[CH:33][C:26]=4[C:27]([O:29]CC=C)=[O:28])[CH2:21][CH2:20]3)[CH:12]=2)[CH2:5][C:6]([O:8][CH2:9][CH3:10])=[O:7])[CH2:3][CH2:2]1.N1CCOCC1. (9) Given the product [Cl:1][C:2]1[CH:7]=[CH:6][CH:5]=[CH:4][C:3]=1[CH:8]=[CH:9][C:10]1[N:11]([CH2:16][CH2:17][CH2:18][O:19][CH3:20])[CH:12]=[CH:13][CH:14]=1, predict the reactants needed to synthesize it. The reactants are: [Cl:1][C:2]1[CH:7]=[CH:6][CH:5]=[CH:4][C:3]=1[CH:8]=[CH:9][C:10]1[NH:11][CH:12]=[CH:13][CH:14]=1.Br[CH2:16][CH2:17][CH2:18][O:19][CH3:20].[H-].[Na+].